This data is from Peptide-MHC class II binding affinity with 134,281 pairs from IEDB. The task is: Regression. Given a peptide amino acid sequence and an MHC pseudo amino acid sequence, predict their binding affinity value. This is MHC class II binding data. (1) The peptide sequence is FTRGKLMSSLHLKRY. The MHC is DRB1_1302 with pseudo-sequence DRB1_1302. The binding affinity (normalized) is 0.147. (2) The peptide sequence is KTHESHLVRSWVTAG. The MHC is DRB4_0103 with pseudo-sequence DRB4_0103. The binding affinity (normalized) is 0.493.